Predict which catalyst facilitates the given reaction. From a dataset of Catalyst prediction with 721,799 reactions and 888 catalyst types from USPTO. (1) Reactant: [OH:1][C:2]12[CH2:9][CH2:8][C:5]([C:10]3[NH:18][C:17]4[C:16](=[O:19])[N:15]([CH2:20][CH2:21][CH3:22])[C:14](=[O:23])[N:13]([CH2:24][CH2:25][CH3:26])[C:12]=4[N:11]=3)([CH2:6][CH2:7]1)[CH2:4][CH2:3]2.CCN(CC)CC.[CH3:34][S:35](Cl)(=[O:37])=[O:36]. Product: [O:23]=[C:14]1[N:13]([CH2:24][CH2:25][CH3:26])[C:12]2[N:11]=[C:10]([C:5]34[CH2:8][CH2:9][C:2]([O:1][S:35]([CH3:34])(=[O:37])=[O:36])([CH2:7][CH2:6]3)[CH2:3][CH2:4]4)[NH:18][C:17]=2[C:16](=[O:19])[N:15]1[CH2:20][CH2:21][CH3:22]. The catalyst class is: 2. (2) Reactant: [Br:1]Br.[CH3:3][O:4][C:5]([C:7]1[N:8]([CH3:20])[C:9]([C:13]2[CH:18]=[CH:17][C:16]([Cl:19])=[CH:15][CH:14]=2)=[C:10]([CH3:12])[CH:11]=1)=[O:6]. Product: [CH3:3][O:4][C:5]([C:7]1[N:8]([CH3:20])[C:9]([C:13]2[CH:18]=[CH:17][C:16]([Cl:19])=[CH:15][CH:14]=2)=[C:10]([CH3:12])[C:11]=1[Br:1])=[O:6]. The catalyst class is: 342. (3) Reactant: [Br:1][C:2]1[CH:7]=[CH:6][C:5]([CH:8]2[CH2:13][CH2:12][NH:11][CH2:10][CH2:9]2)=[CH:4][CH:3]=1.CCN(CC)CC.[C:21](O[C:21]([O:23][C:24]([CH3:27])([CH3:26])[CH3:25])=[O:22])([O:23][C:24]([CH3:27])([CH3:26])[CH3:25])=[O:22]. Product: [Br:1][C:2]1[CH:7]=[CH:6][C:5]([CH:8]2[CH2:9][CH2:10][N:11]([C:21]([O:23][C:24]([CH3:27])([CH3:26])[CH3:25])=[O:22])[CH2:12][CH2:13]2)=[CH:4][CH:3]=1. The catalyst class is: 2. (4) Reactant: CS[C:3]1[C:4]2[CH:12]=[N:11][CH:10]=[CH:9][C:5]=2[N:6]=[CH:7][N:8]=1.[CH2:13]([NH2:20])[C:14]1[CH:19]=[CH:18][CH:17]=[CH:16][CH:15]=1. Product: [CH2:13]([NH:20][C:3]1[C:4]2[CH:12]=[N:11][CH:10]=[CH:9][C:5]=2[N:6]=[CH:7][N:8]=1)[C:14]1[CH:19]=[CH:18][CH:17]=[CH:16][CH:15]=1. The catalyst class is: 14.